This data is from Full USPTO retrosynthesis dataset with 1.9M reactions from patents (1976-2016). The task is: Predict the reactants needed to synthesize the given product. (1) Given the product [CH3:26][O:27][C:28]([C:30]1[CH:31]=[N:32][C:33]([O:8][C:6]2[CH:5]=[CH:4][C:3]([CH:9]([CH3:25])[C:10]([C:16]3[CH:17]=[C:18]([CH3:24])[C:19](=[O:23])[N:20]([CH3:22])[CH:21]=3)([OH:15])[C:11]([F:13])([F:14])[F:12])=[C:2]([Cl:1])[CH:7]=2)=[N:34][CH:35]=1)=[O:29], predict the reactants needed to synthesize it. The reactants are: [Cl:1][C:2]1[CH:7]=[C:6]([OH:8])[CH:5]=[CH:4][C:3]=1[CH:9]([CH3:25])[C:10]([C:16]1[CH:17]=[C:18]([CH3:24])[C:19](=[O:23])[N:20]([CH3:22])[CH:21]=1)([OH:15])[C:11]([F:14])([F:13])[F:12].[CH3:26][O:27][C:28]([C:30]1[CH:31]=[N:32][C:33](Cl)=[N:34][CH:35]=1)=[O:29].N12CCN(CC1)CC2. (2) Given the product [OH:38][CH2:37][C:23]1[N:22]=[C:21]([C:19]2[CH:18]=[CH:17][CH:16]=[C:15]([C:11]3[CH:10]=[C:9]([S:6]([NH2:5])(=[O:8])=[O:7])[CH:14]=[CH:13][CH:12]=3)[N:20]=2)[CH:26]=[C:25]([C:27]2[CH:32]=[CH:31][C:30]([C:33]([F:34])([F:35])[F:36])=[CH:29][CH:28]=2)[CH:24]=1, predict the reactants needed to synthesize it. The reactants are: C([NH:5][S:6]([C:9]1[CH:14]=[CH:13][CH:12]=[C:11]([C:15]2[N:20]=[C:19]([C:21]3[CH:26]=[C:25]([C:27]4[CH:32]=[CH:31][C:30]([C:33]([F:36])([F:35])[F:34])=[CH:29][CH:28]=4)[CH:24]=[C:23]([CH2:37][O:38]C4CCCCO4)[N:22]=3)[CH:18]=[CH:17][CH:16]=2)[CH:10]=1)(=[O:8])=[O:7])(C)(C)C.C(O)(C(F)(F)F)=O. (3) Given the product [NH:20]1[CH:24]=[C:23]([C:25]2[CH:40]=[CH:39][CH:38]=[CH:37][C:26]=2[O:27][CH2:28][CH2:29][C:30]2[CH:31]=[CH:32][C:33]([NH:34][S:54]([CH2:47][C:48]3[CH:53]=[CH:52][CH:51]=[CH:50][CH:49]=3)(=[O:56])=[O:55])=[CH:35][CH:36]=2)[N:22]=[CH:21]1, predict the reactants needed to synthesize it. The reactants are: C([N:20]1[CH:24]=[C:23]([C:25]2[CH:40]=[CH:39][CH:38]=[CH:37][C:26]=2[O:27][CH2:28][CH2:29][C:30]2[CH:36]=[CH:35][C:33]([NH2:34])=[CH:32][CH:31]=2)[N:22]=[CH:21]1)(C1C=CC=CC=1)(C1C=CC=CC=1)C1C=CC=CC=1.N1C=CC=CC=1.[CH2:47]([S:54](Cl)(=[O:56])=[O:55])[C:48]1[CH:53]=[CH:52][CH:51]=[CH:50][CH:49]=1. (4) Given the product [N+:12]([C:3]1[C:4]([NH:22][CH2:23][CH2:24][CH2:25][CH2:26][OH:27])=[N:5][C:6]2[C:11]([CH:2]=1)=[CH:10][CH:9]=[CH:8][CH:7]=2)([O-:14])=[O:13], predict the reactants needed to synthesize it. The reactants are: Cl[C:2]1[C:11]2[C:6](=[CH:7][CH:8]=[CH:9][CH:10]=2)[N:5]=[CH:4][C:3]=1[N+:12]([O-:14])=[O:13].C(N(CC)CC)C.[NH2:22][CH2:23][CH2:24][CH2:25][CH2:26][OH:27].O.